From a dataset of Full USPTO retrosynthesis dataset with 1.9M reactions from patents (1976-2016). Predict the reactants needed to synthesize the given product. The reactants are: [N+:1]([C:4]1[CH:5]=[C:6]([C:13]([N:15]2[CH2:20][CH2:19][N:18]([CH3:21])[CH2:17][CH2:16]2)=[O:14])[CH:7]=[CH:8][C:9]=1[N+:10]([O-])=O)([O-])=O.C(O)C. Given the product [NH2:1][C:4]1[CH:5]=[C:6]([C:13]([N:15]2[CH2:20][CH2:19][N:18]([CH3:21])[CH2:17][CH2:16]2)=[O:14])[CH:7]=[CH:8][C:9]=1[NH2:10], predict the reactants needed to synthesize it.